This data is from Reaction yield outcomes from USPTO patents with 853,638 reactions. The task is: Predict the reaction yield, written as a fraction of the theoretical maximum amount of product (1.0 means a 100% yield; for example, 0.34 means a 34% yield). The reactants are [C:1]([C:3]1[CH:4]=[C:5]([N:10]2[C:14]([CH3:15])=[CH:13][C:12]([C:16]([F:19])([F:18])[F:17])=[N:11]2)[CH:6]=[CH:7][C:8]=1[F:9])#[N:2].C1C(=O)N([Br:27])C(=O)C1.C(OOCC1C=CC=CC=1)C1C=CC=CC=1. The catalyst is C(Cl)(Cl)(Cl)Cl. The product is [C:1]([C:3]1[CH:4]=[C:5]([N:10]2[C:14]([CH2:15][Br:27])=[CH:13][C:12]([C:16]([F:18])([F:19])[F:17])=[N:11]2)[CH:6]=[CH:7][C:8]=1[F:9])#[N:2]. The yield is 0.500.